This data is from Catalyst prediction with 721,799 reactions and 888 catalyst types from USPTO. The task is: Predict which catalyst facilitates the given reaction. Reactant: C(O[C:4](=[O:22])[C:5]1[CH:10]=[CH:9][CH:8]=[CH:7][C:6]=1B1OC(C)(C)CCCCCO1)C.I[C:24]1[CH:30]=[C:29]([C:31]#[N:32])[CH:28]=[CH:27][C:25]=1[NH2:26].P([O-])([O-])([O-])=O.[K+].[K+].[K+]. Product: [O:22]=[C:4]1[C:5]2[C:6](=[CH:7][CH:8]=[CH:9][CH:10]=2)[C:27]2[CH:28]=[C:29]([C:31]#[N:32])[CH:30]=[CH:24][C:25]=2[NH:26]1. The catalyst class is: 203.